From a dataset of Full USPTO retrosynthesis dataset with 1.9M reactions from patents (1976-2016). Predict the reactants needed to synthesize the given product. Given the product [Br:1][C:2]1[S:6][C:5]2[C:7](=[O:9])[N:14]([CH:15]3[CH2:20][CH2:19][N:18]([C:21]([O:23][C:24]([CH3:27])([CH3:26])[CH3:25])=[O:22])[CH2:17][CH2:16]3)[C:12](=[O:13])[NH:11][C:4]=2[CH:3]=1, predict the reactants needed to synthesize it. The reactants are: [Br:1][C:2]1[S:6][C:5]([C:7]([O:9]C)=O)=[C:4]([NH:11][C:12]([NH:14][CH:15]2[CH2:20][CH2:19][N:18]([C:21]([O:23][C:24]([CH3:27])([CH3:26])[CH3:25])=[O:22])[CH2:17][CH2:16]2)=[O:13])[CH:3]=1.C[O-].[Na+].C(O)(=O)CC(CC(O)=O)(C(O)=O)O.